Dataset: Forward reaction prediction with 1.9M reactions from USPTO patents (1976-2016). Task: Predict the product of the given reaction. (1) Given the reactants [C:1]([C:3]1([CH2:9][C:10]([OH:12])=[O:11])[CH2:8][CH2:7][CH2:6][CH2:5][CH2:4]1)#[N:2], predict the reaction product. The product is: [CH2:6]1[CH2:5][CH2:4][C:3]([CH2:1][NH2:2])([CH2:9][C:10]([OH:12])=[O:11])[CH2:8][CH2:7]1. (2) Given the reactants [Br:1][C:2]1[CH:8]=[CH:7][C:5]([NH2:6])=[C:4]([N+:9]([O-])=O)[C:3]=1[F:12].CCO.O.[Cl-].[NH4+], predict the reaction product. The product is: [Br:1][C:2]1[C:3]([F:12])=[C:4]([NH2:9])[C:5]([NH2:6])=[CH:7][CH:8]=1. (3) Given the reactants [Cl:1][C:2]1[CH:7]=[CH:6][C:5]([C:8](=O)[CH:9]([C:25]2[CH:30]=[CH:29][N:28]=[CH:27][CH:26]=2)[CH2:10][C:11]([C:13]2[CH:18]=[CH:17][C:16]([O:19][CH2:20][CH2:21][N:22]([CH3:24])[CH3:23])=[CH:15][CH:14]=2)=[O:12])=[CH:4][C:3]=1[O:32][CH3:33].O=P12OP3(OP(OP(O3)(O1)=O)(=O)O2)=O.C(=O)([O-])O.[Na+], predict the reaction product. The product is: [Cl:1][C:2]1[CH:7]=[CH:6][C:5]([C:8]2[O:12][C:11]([C:13]3[CH:18]=[CH:17][C:16]([O:19][CH2:20][CH2:21][N:22]([CH3:23])[CH3:24])=[CH:15][CH:14]=3)=[CH:10][C:9]=2[C:25]2[CH:30]=[CH:29][N:28]=[CH:27][CH:26]=2)=[CH:4][C:3]=1[O:32][CH3:33]. (4) Given the reactants C[Si]([N-][Si](C)(C)C)(C)C.[K+].C(O)(C)(C)C.[CH2:16]([N:23]([CH2:35][C:36]1[CH:41]=[CH:40][CH:39]=[CH:38][CH:37]=1)[C@H:24]1[CH2:30][CH2:29][CH2:28][CH2:27][CH2:26][C@H:25]1[C:31]([O:33][CH3:34])=[O:32])[C:17]1[CH:22]=[CH:21][CH:20]=[CH:19][CH:18]=1, predict the reaction product. The product is: [CH2:35]([N:23]([CH2:16][C:17]1[CH:22]=[CH:21][CH:20]=[CH:19][CH:18]=1)[C@@H:24]1[CH2:30][CH2:29][CH2:28][CH2:27][CH2:26][C@H:25]1[C:31]([O:33][CH3:34])=[O:32])[C:36]1[CH:37]=[CH:38][CH:39]=[CH:40][CH:41]=1.